From a dataset of Catalyst prediction with 721,799 reactions and 888 catalyst types from USPTO. Predict which catalyst facilitates the given reaction. (1) Reactant: [F:1][C:2]1[CH:7]=[CH:6][CH:5]=[C:4]([F:8])[C:3]=1[C:9]1[N:14]=[C:13]([C:15]([O:17]C)=[O:16])[CH:12]=[CH:11][C:10]=1[F:19].O.[OH-].[Li+].C1COCC1.Cl. Product: [F:1][C:2]1[CH:7]=[CH:6][CH:5]=[C:4]([F:8])[C:3]=1[C:9]1[N:14]=[C:13]([C:15]([OH:17])=[O:16])[CH:12]=[CH:11][C:10]=1[F:19]. The catalyst class is: 6. (2) Reactant: [NH2:1][C:2]1[CH:7]=[C:6]([O:8][C:9]2[CH:10]=[CH:11][C:12]([C:15]3[C:16](=[O:29])[N:17]([CH3:28])[C:18]([NH:21][C:22]4[CH:27]=[CH:26][CH:25]=[CH:24][CH:23]=4)=[N:19][CH:20]=3)=[N:13][CH:14]=2)[CH:5]=[CH:4][N:3]=1.[CH3:30][CH2:31][N:32]([CH2:35][CH3:36])[CH2:33]C.ClC(OC1C=CC=CC=1)=[O:39].N1CCCC1. Product: [CH3:28][N:17]1[C:16](=[O:29])[C:15]([C:12]2[N:13]=[CH:14][C:9]([O:8][C:6]3[CH:5]=[CH:4][N:3]=[C:2]([NH:1][C:33]([N:32]4[CH2:35][CH2:36][CH2:30][CH2:31]4)=[O:39])[CH:7]=3)=[CH:10][CH:11]=2)=[CH:20][N:19]=[C:18]1[NH:21][C:22]1[CH:27]=[CH:26][CH:25]=[CH:24][CH:23]=1. The catalyst class is: 1.